This data is from Reaction yield outcomes from USPTO patents with 853,638 reactions. The task is: Predict the reaction yield, written as a fraction of the theoretical maximum amount of product (1.0 means a 100% yield; for example, 0.34 means a 34% yield). (1) The reactants are [O:1]=[C:2]([C:16]1[N:20]([CH3:21])[N:19]=[C:18]([CH3:22])[C:17]=1[CH3:23])[CH:3]([C:6]1[CH:11]=[CH:10][C:9]([C:12]([CH3:15])([CH3:14])[CH3:13])=[CH:8][CH:7]=1)[C:4]#[N:5].[C:24](Cl)(=[O:29])[C:25]([CH3:28])([CH3:27])[CH3:26]. The catalyst is C1(C)C(C)=CC=CC=1. The product is [CH3:26][C:25]([CH3:28])([CH3:27])[C:24]([O:1]/[C:2](/[C:16]1[N:20]([CH3:21])[N:19]=[C:18]([CH3:22])[C:17]=1[CH3:23])=[C:3](\[C:6]1[CH:7]=[CH:8][C:9]([C:12]([CH3:15])([CH3:14])[CH3:13])=[CH:10][CH:11]=1)/[C:4]#[N:5])=[O:29]. The yield is 0.956. (2) The reactants are [Br:1][C:2]1[C:20]([Cl:21])=[CH:19][C:5]([NH:6][CH2:7][C:8]2[CH:18]=[CH:17][C:11]3[N:12]=[C:13]([S:15][CH3:16])[O:14][C:10]=3[CH:9]=2)=[C:4]([N+:22]([O-])=O)[CH:3]=1. The catalyst is CO.C(Cl)Cl.[Pd]. The product is [Br:1][C:2]1[CH:3]=[C:4]([NH2:22])[C:5]([NH:6][CH2:7][C:8]2[CH:18]=[CH:17][C:11]3[N:12]=[C:13]([S:15][CH3:16])[O:14][C:10]=3[CH:9]=2)=[CH:19][C:20]=1[Cl:21]. The yield is 0.986. (3) No catalyst specified. The reactants are [O:1]1[CH:5]=[CH:4][CH:3]=[C:2]1C1C=CC(N2CCN(S(CC(C(C)C)C(O)=O)(=O)=O)CC2)=CC=1.[OH:29][NH:30][C:31]([C:33]1([CH2:39][S:40]([N:43]2[CH2:48][CH2:47][N:46]([C:49]3[CH:54]=[CH:53][C:52](Br)=[CH:51][CH:50]=3)[CH2:45][CH2:44]2)(=[O:42])=[O:41])[CH2:38][CH2:37][O:36][CH2:35][CH2:34]1)=[O:32].O1C=CC=C1B(O)O. The product is [OH:29][NH:30][C:31]([C:33]1([CH2:39][S:40]([N:43]2[CH2:48][CH2:47][N:46]([C:49]3[CH:54]=[CH:53][C:52]([C:2]4[O:1][CH:5]=[CH:4][CH:3]=4)=[CH:51][CH:50]=3)[CH2:45][CH2:44]2)(=[O:42])=[O:41])[CH2:38][CH2:37][O:36][CH2:35][CH2:34]1)=[O:32]. The yield is 0.140. (4) The reactants are [O:1]=[C:2]([NH:9][CH:10]1[CH2:14][CH2:13][NH:12][CH2:11]1)[CH2:3][C:4]([O:6][CH2:7][CH3:8])=[O:5].CCN(C(C)C)C(C)C.Cl[C:25]([O:27][C:28]1[CH:33]=[CH:32][C:31]([N+:34]([O-:36])=[O:35])=[CH:30][CH:29]=1)=[O:26]. The catalyst is C(Cl)Cl. The product is [CH2:7]([O:6][C:4](=[O:5])[CH2:3][C:2]([NH:9][CH:10]1[CH2:14][CH2:13][N:12]([C:25]([O:27][C:28]2[CH:29]=[CH:30][C:31]([N+:34]([O-:36])=[O:35])=[CH:32][CH:33]=2)=[O:26])[CH2:11]1)=[O:1])[CH3:8]. The yield is 0.810. (5) The reactants are [CH3:1][C:2]1([CH3:32])[C:13](=[O:14])[O:12][CH2:11][C@@H:10]([C:15]2[CH:20]=[CH:19][CH:18]=[CH:17][CH:16]=2)[NH:9][C:8](=[O:21])[CH2:7][CH2:6][C:5]([Si](OCC)(OCC)OCC)=[CH:4][CH2:3]1.[F-].[K+].C(=O)(O)[O-:36].[Na+].OO. The catalyst is C1COCC1.CO. The product is [CH3:1][C:2]1([CH3:32])[C:13](=[O:14])[O:12][CH2:11][C@@H:10]([C:15]2[CH:20]=[CH:19][CH:18]=[CH:17][CH:16]=2)[NH:9][C:8](=[O:21])[CH2:7][CH2:6][C:5](=[O:36])[CH2:4][CH2:3]1. The yield is 0.120.